Dataset: NCI-60 drug combinations with 297,098 pairs across 59 cell lines. Task: Regression. Given two drug SMILES strings and cell line genomic features, predict the synergy score measuring deviation from expected non-interaction effect. (1) Drug 2: C1C(C(OC1N2C=NC(=NC2=O)N)CO)O. Synergy scores: CSS=58.9, Synergy_ZIP=5.50, Synergy_Bliss=9.39, Synergy_Loewe=-4.24, Synergy_HSA=9.72. Drug 1: CN1CCC(CC1)COC2=C(C=C3C(=C2)N=CN=C3NC4=C(C=C(C=C4)Br)F)OC. Cell line: IGROV1. (2) Drug 1: CN(C)C1=NC(=NC(=N1)N(C)C)N(C)C. Drug 2: CCCCCOC(=O)NC1=NC(=O)N(C=C1F)C2C(C(C(O2)C)O)O. Cell line: ACHN. Synergy scores: CSS=-7.97, Synergy_ZIP=2.27, Synergy_Bliss=-3.96, Synergy_Loewe=-9.53, Synergy_HSA=-8.11. (3) Drug 1: CCC1(CC2CC(C3=C(CCN(C2)C1)C4=CC=CC=C4N3)(C5=C(C=C6C(=C5)C78CCN9C7C(C=CC9)(C(C(C8N6C)(C(=O)OC)O)OC(=O)C)CC)OC)C(=O)OC)O.OS(=O)(=O)O. Drug 2: CC1CCC2CC(C(=CC=CC=CC(CC(C(=O)C(C(C(=CC(C(=O)CC(OC(=O)C3CCCCN3C(=O)C(=O)C1(O2)O)C(C)CC4CCC(C(C4)OC)O)C)C)O)OC)C)C)C)OC. Cell line: HT29. Synergy scores: CSS=21.3, Synergy_ZIP=-3.63, Synergy_Bliss=1.41, Synergy_Loewe=-7.69, Synergy_HSA=1.59. (4) Drug 1: CC1=C2C(C(=O)C3(C(CC4C(C3C(C(C2(C)C)(CC1OC(=O)C(C(C5=CC=CC=C5)NC(=O)OC(C)(C)C)O)O)OC(=O)C6=CC=CC=C6)(CO4)OC(=O)C)OC)C)OC. Drug 2: C1C(C(OC1N2C=C(C(=O)NC2=O)F)CO)O. Cell line: NCIH23. Synergy scores: CSS=50.4, Synergy_ZIP=-7.89, Synergy_Bliss=-7.59, Synergy_Loewe=-5.91, Synergy_HSA=-2.20. (5) Drug 2: C1=CC=C(C=C1)NC(=O)CCCCCCC(=O)NO. Drug 1: CN(C)N=NC1=C(NC=N1)C(=O)N. Cell line: HCT116. Synergy scores: CSS=31.8, Synergy_ZIP=-8.68, Synergy_Bliss=-6.23, Synergy_Loewe=-10.2, Synergy_HSA=-4.66.